This data is from Forward reaction prediction with 1.9M reactions from USPTO patents (1976-2016). The task is: Predict the product of the given reaction. (1) Given the reactants [NH2:1][C@H:2]([C:8]([OH:10])=[O:9])[CH2:3][CH2:4][C:5](=[O:7])[NH2:6].[C:11](ON1C(=O)CCC1=O)([O:13][CH2:14][CH:15]1[C:27]2[C:22](=[CH:23][CH:24]=[CH:25][CH:26]=2)[C:21]2[C:16]1=[CH:17][CH:18]=[CH:19][CH:20]=2)=[O:12].C(=O)([O-])[O-].[Na+].[Na+], predict the reaction product. The product is: [C:11]([NH:1][C@H:2]([C:8]([OH:10])=[O:9])[CH2:3][CH2:4][C:5](=[O:7])[NH2:6])([O:13][CH2:14][CH:15]1[C:16]2[C:21](=[CH:20][CH:19]=[CH:18][CH:17]=2)[C:22]2[C:27]1=[CH:26][CH:25]=[CH:24][CH:23]=2)=[O:12]. (2) Given the reactants [Cl:1][C:2]1[CH:23]=[CH:22][C:5]([C:6]([NH:8][CH:9]2[CH2:14][CH2:13][CH2:12][N:11](C(OC(C)(C)C)=O)[CH2:10]2)=[O:7])=[CH:4][CH:3]=1.FC(F)(F)C(O)=O, predict the reaction product. The product is: [Cl:1][C:2]1[CH:23]=[CH:22][C:5]([C:6]([NH:8][CH:9]2[CH2:14][CH2:13][CH2:12][NH:11][CH2:10]2)=[O:7])=[CH:4][CH:3]=1. (3) Given the reactants [CH2:1]([N:4]([CH2:14][CH2:15][CH3:16])[C:5]1[N:10]2[CH:11]=[CH:12][N:13]=[C:9]2[CH:8]=[CH:7][CH:6]=1)[CH2:2][CH3:3].[Br:17]NC(=O)CCC(N)=O, predict the reaction product. The product is: [Br:17][C:12]1[N:13]=[C:9]2[CH:8]=[CH:7][CH:6]=[C:5]([N:4]([CH2:1][CH2:2][CH3:3])[CH2:14][CH2:15][CH3:16])[N:10]2[CH:11]=1. (4) Given the reactants [NH2:1][C:2]1[CH:3]=[N:4][CH:5]=[C:6]([C:8]#[CH:9])[CH:7]=1.C(N(CC)CC)C.[Cl:17][CH:18]([Cl:22])[C:19](Cl)=[O:20].O, predict the reaction product. The product is: [Cl:17][CH:18]([Cl:22])[C:19]([NH:1][C:2]1[CH:3]=[N:4][CH:5]=[C:6]([C:8]#[CH:9])[CH:7]=1)=[O:20]. (5) Given the reactants [C:1]([O:5][C:6]([NH:8][C@@:9]([CH3:20])([C:17]([OH:19])=O)[CH2:10][C:11]1[CH:16]=[CH:15][CH:14]=[CH:13][CH:12]=1)=[O:7])([CH3:4])([CH3:3])[CH3:2].Cl.CN(C)CCCN=C=NCC.O.ON1C2C=CC=CC=2N=N1.Cl.[NH2:45][CH2:46][C:47]([O:49][CH2:50][CH3:51])=[O:48].C(N(CC)CC)C, predict the reaction product. The product is: [C:1]([O:5][C:6]([NH:8][C@@:9]([CH3:20])([C:17]([NH:45][CH2:46][C:47]([O:49][CH2:50][CH3:51])=[O:48])=[O:19])[CH2:10][C:11]1[CH:12]=[CH:13][CH:14]=[CH:15][CH:16]=1)=[O:7])([CH3:2])([CH3:3])[CH3:4]. (6) The product is: [CH2:12]([NH:11][C@@H:9]1[CH2:10][C@H:8]1[C:2]1[CH:7]=[CH:6][CH:5]=[CH:4][CH:3]=1)[C:13]1[CH:18]=[CH:17][CH:16]=[CH:15][CH:14]=1. Given the reactants Cl.[C:2]1([C@@H:8]2[CH2:10][C@H:9]2[NH2:11])[CH:7]=[CH:6][CH:5]=[CH:4][CH:3]=1.[CH:12](=O)[C:13]1[CH:18]=[CH:17][CH:16]=[CH:15][CH:14]=1.C([BH3-])#N.[Na+], predict the reaction product. (7) The product is: [Cl:16][C:15]1[CH:14]=[C:13]([Cl:17])[CH:12]=[C:11]([Cl:18])[C:10]=1[C:9]#[C:8][C:31]([OH:33])=[O:32]. Given the reactants C1([Si](C2C=CC=CC=2)(C2C=CC=CC=2)[C:8]#[C:9][C:10]2[C:15]([Cl:16])=[CH:14][C:13]([Cl:17])=[CH:12][C:11]=2[Cl:18])C=CC=CC=1.[C:31](=[O:33])=[O:32], predict the reaction product.